Dataset: Forward reaction prediction with 1.9M reactions from USPTO patents (1976-2016). Task: Predict the product of the given reaction. (1) Given the reactants [NH2:1][C:2]1[CH:3]=[CH:4][C:5]([O:12][CH:13]([C:21]2[CH:26]=[CH:25][C:24]([F:27])=[CH:23][CH:22]=2)[C:14]2[CH:19]=[CH:18][C:17]([F:20])=[CH:16][CH:15]=2)=[C:6]([CH:11]=1)[C:7]([O:9][CH3:10])=[O:8].[CH3:28][S:29][C:30]1[CH:35]=[CH:34][C:33]([N:36]=[C:37]=[O:38])=[CH:32][CH:31]=1.O, predict the reaction product. The product is: [F:27][C:24]1[CH:25]=[CH:26][C:21]([CH:13]([C:14]2[CH:19]=[CH:18][C:17]([F:20])=[CH:16][CH:15]=2)[O:12][C:5]2[CH:4]=[CH:3][C:2]([NH:1][C:37]([NH:36][C:33]3[CH:34]=[CH:35][C:30]([S:29][CH3:28])=[CH:31][CH:32]=3)=[O:38])=[CH:11][C:6]=2[C:7]([O:9][CH3:10])=[O:8])=[CH:22][CH:23]=1. (2) Given the reactants [F:1][C:2]1[CH:7]=[C:6]([O:8][CH3:9])[CH:5]=[CH:4][C:3]=1[CH:10]([NH:18]C1C=CC=C2C=1C=CC(=O)N2)[C:11]1([C:14]([F:17])([F:16])[F:15])[CH2:13][O:12]1.C([O-])([O-])=O.[Cs+].[Cs+].CS.O.[CH3:39][N:40]([CH:42]=[O:43])C, predict the reaction product. The product is: [F:1][C:2]1[CH:7]=[C:6]([O:8][CH3:9])[CH:5]=[CH:4][C:3]=1[CH:10]([NH:18][N:40]1[C:39]2[C:10](=[CH:3][CH:2]=[CH:7][CH:6]=2)[CH:11]=[CH:13][C:42]1=[O:43])[C:11]1([C:14]([F:15])([F:16])[F:17])[CH2:13][O:12]1. (3) Given the reactants [C:1]([O:8]CC)(=[O:7])[C:2]([O:4]CC)=O.[N:11]1[CH:16]=[CH:15][CH:14]=[C:13]2[CH2:17][CH2:18][CH2:19][CH2:20][C:21](=[O:22])[C:12]=12, predict the reaction product. The product is: [O:22]=[C:21]1[C:12]2=[N:11][CH:16]=[CH:15][CH:14]=[C:13]2[CH2:17][CH2:18][CH2:19][CH:20]1[C:2](=[O:4])[C:1]([OH:8])=[O:7]. (4) Given the reactants CC[N+](S(N=C(OC)[O-])(=O)=O)(CC)CC.[NH2:16][C:17](=O)[C@@H:18]([NH:37][C:38]([C:40]1([NH:46][C:47](=[O:53])[O:48][C:49]([CH3:52])([CH3:51])[CH3:50])[CH2:45][CH2:44][O:43][CH2:42][CH2:41]1)=[O:39])[CH2:19][C:20]1[CH:25]=[CH:24][C:23]([C:26]2[CH:27]=[C:28]3[C:32](=[CH:33][CH:34]=2)[C:31](=[O:35])[N:30]([CH3:36])[CH2:29]3)=[CH:22][CH:21]=1, predict the reaction product. The product is: [C:17]([C@@H:18]([NH:37][C:38]([C:40]1([NH:46][C:47](=[O:53])[O:48][C:49]([CH3:51])([CH3:50])[CH3:52])[CH2:45][CH2:44][O:43][CH2:42][CH2:41]1)=[O:39])[CH2:19][C:20]1[CH:25]=[CH:24][C:23]([C:26]2[CH:27]=[C:28]3[C:32](=[CH:33][CH:34]=2)[C:31](=[O:35])[N:30]([CH3:36])[CH2:29]3)=[CH:22][CH:21]=1)#[N:16]. (5) Given the reactants NCC1C=C(NC([O:17][CH2:18][CH2:19][C:20]2C=C[C:23](C(NC3C=CC4C(=CC=CC=4N(C(OC(C)(C)C)=O)C(OC(C)(C)C)=O)C=3)C(O)=O)=[CH:22][C:21]=2C)=O)C=CC=1S(CC)(=O)=O.C1CN([P+](ON2N=NC3C=CC=CC2=3)(N2CCCC2)N2CCCC2)CC1.F[P-](F)(F)(F)(F)F.[C:90]([OH:96])([C:92](F)(F)F)=[O:91], predict the reaction product. The product is: [OH:91][CH:90]1[C:92]2[C:19](=[CH:20][CH:21]=[CH:22][CH:23]=2)[C:18](=[O:17])[O:96]1. (6) The product is: [ClH:8].[NH2:9][C:10]1[C:19]2[C:14](=[CH:15][C:16]([O:22][CH3:23])=[C:17]([O:20][CH3:21])[CH:18]=2)[N:13]=[C:12]([N:24]2[CH2:29][CH2:28][N:27]([C:6]([C:5]3[S:1][CH:2]=[N:3][CH:4]=3)=[O:7])[CH2:26][CH2:25]2)[N:11]=1. Given the reactants [S:1]1[C:5]([C:6]([Cl:8])=[O:7])=[CH:4][N:3]=[CH:2]1.[NH2:9][C:10]1[C:19]2[C:14](=[CH:15][C:16]([O:22][CH3:23])=[C:17]([O:20][CH3:21])[CH:18]=2)[N:13]=[C:12]([N:24]2[CH2:29][CH2:28][NH:27][CH2:26][CH2:25]2)[N:11]=1, predict the reaction product. (7) Given the reactants C([N:8]([CH2:18][C:19]1C=CC=CC=1)[CH2:9][C:10]([F:17])([F:16])[C:11]([O:13][CH2:14][CH3:15])=[O:12])C1C=CC=CC=1.F[C:26](F)(F)C(O)=O.CC(C)=O.C([O-])(=O)C.[Na+].[BH-](OC(C)=O)(OC(C)=O)OC(C)=O.[Na+].[OH-].[Na+], predict the reaction product. The product is: [F:17][C:10]([F:16])([CH2:9][NH:8][CH:18]([CH3:19])[CH3:26])[C:11]([O:13][CH2:14][CH3:15])=[O:12]. (8) The product is: [CH3:22][CH:23]([CH3:30])[CH2:24][CH2:25][CH2:26][C:27]([N:12]1[CH2:13][CH2:8][N:9]([C:14](=[O:21])[CH2:15][CH2:16][CH2:17][CH2:18][CH2:19][NH2:20])[CH2:10][CH2:11]1)=[O:28]. Given the reactants C([CH:8]1[CH2:13][NH:12][CH2:11][CH2:10][N:9]1[C:14](=[O:21])[CH2:15][CH2:16][CH2:17][CH2:18][CH2:19][NH2:20])(OC(C)(C)C)=O.[CH3:22][CH:23]([CH3:30])[CH2:24][CH2:25][CH2:26][C:27](Cl)=[O:28].C(O)(C(F)(F)F)=O.Cl.Cl.C1COCC1, predict the reaction product.